This data is from Forward reaction prediction with 1.9M reactions from USPTO patents (1976-2016). The task is: Predict the product of the given reaction. (1) Given the reactants [C:1]([CH:5]1[CH2:14][CH2:13][C:12]2[N:11]=[C:10]3[S:15][C:16]([S:18](CC[Si](C)(C)C)(=[O:20])=[O:19])=[CH:17][C:9]3=[CH:8][C:7]=2[CH2:6]1)([CH3:4])([CH3:3])[CH3:2].[F-].C([N+:32](CCCC)(CCCC)CCCC)CCC.C([O-])(=O)C.[Na+].NOS(O)(=O)=O, predict the reaction product. The product is: [C:1]([CH:5]1[CH2:14][CH2:13][C:12]2[N:11]=[C:10]3[S:15][C:16]([S:18]([NH2:32])(=[O:20])=[O:19])=[CH:17][C:9]3=[CH:8][C:7]=2[CH2:6]1)([CH3:4])([CH3:3])[CH3:2]. (2) The product is: [F:17][C:18]([F:23])([F:22])[C:19]([OH:21])=[O:20].[C:14]([C:11]1[CH2:12][CH2:13][NH:8][CH2:9][CH:10]=1)(=[O:16])[NH2:15]. Given the reactants C(OC([N:8]1[CH2:13][CH:12]=[C:11]([C:14](=[O:16])[NH2:15])[CH2:10][CH2:9]1)=O)(C)(C)C.[F:17][C:18]([F:23])([F:22])[C:19]([OH:21])=[O:20], predict the reaction product. (3) Given the reactants [NH2:1][C:2]1[S:17][C:5]2[CH2:6][N:7]([C:10]([O:12][C:13]([CH3:16])([CH3:15])[CH3:14])=[O:11])[CH2:8][CH2:9][C:4]=2[C:3]=1[C:18]([O:20]CC)=O.C(O)(=O)C.[CH:27](N)=[NH:28], predict the reaction product. The product is: [O:20]=[C:18]1[NH:28][CH:27]=[N:1][C:2]2[S:17][C:5]3[CH2:6][N:7]([C:10]([O:12][C:13]([CH3:14])([CH3:15])[CH3:16])=[O:11])[CH2:8][CH2:9][C:4]=3[C:3]1=2. (4) Given the reactants [Cl:1][C:2]1[CH:7]=[CH:6][C:5]([N:8]2[C:12](=[O:13])[C:11]([CH2:15]OS(C)(=O)=O)([CH3:14])[NH:10][C:9]2=[O:21])=[CH:4][C:3]=1[C:22]([F:25])([F:24])[F:23].[N-:26]=[N+:27]=[N-:28].[Na+], predict the reaction product. The product is: [N:26]([CH2:15][C:11]1([CH3:14])[NH:10][C:9](=[O:21])[N:8]([C:5]2[CH:6]=[CH:7][C:2]([Cl:1])=[C:3]([C:22]([F:25])([F:23])[F:24])[CH:4]=2)[C:12]1=[O:13])=[N+:27]=[N-:28]. (5) Given the reactants [C:1]([O:5][C:6]([NH:8][C@@H:9]([C@@H:14]([O:16][CH3:17])[CH3:15])[C:10]([O:12]C)=[O:11])=[O:7])([CH3:4])([CH3:3])[CH3:2].O[Li].O, predict the reaction product. The product is: [C:1]([O:5][C:6]([NH:8][C@@H:9]([C@@H:14]([O:16][CH3:17])[CH3:15])[C:10]([OH:12])=[O:11])=[O:7])([CH3:3])([CH3:4])[CH3:2]. (6) Given the reactants Br[C:2]1[CH:3]=[CH:4][C:5]([NH:8][CH2:9][C:10]([O:12][CH3:13])=[O:11])=[N:6][CH:7]=1.[C:14]([O:18][C:19]([CH3:22])([CH3:21])[CH3:20])(=[O:17])[CH:15]=[CH2:16].CCN(C(C)C)C(C)C.CC1C=CC=CC=1P(C1C=CC=CC=1C)C1C=CC=CC=1C, predict the reaction product. The product is: [CH3:13][O:12][C:10]([CH2:9][NH:8][C:5]1[N:6]=[CH:7][C:2](/[CH:16]=[CH:15]/[C:14]([O:18][C:19]([CH3:22])([CH3:21])[CH3:20])=[O:17])=[CH:3][CH:4]=1)=[O:11].